This data is from Full USPTO retrosynthesis dataset with 1.9M reactions from patents (1976-2016). The task is: Predict the reactants needed to synthesize the given product. (1) Given the product [NH2:1][C:2]1[N:7]=[CH:6][C:5]([S:8]([N:11]2[CH2:12][CH2:13][N:14]([C:17]3[CH:18]=[CH:19][C:20]([C:23]([OH:29])([CH3:28])[C:24]([F:26])([F:27])[F:25])=[CH:21][CH:22]=3)[CH2:15][CH2:16]2)(=[O:9])=[O:10])=[CH:4][CH:3]=1, predict the reactants needed to synthesize it. The reactants are: [NH2:1][C:2]1[N:7]=[CH:6][C:5]([S:8]([N:11]2[CH2:16][CH2:15][N:14]([C:17]3[CH:22]=[CH:21][C:20]([C@@:23]([OH:29])([CH3:28])[C:24]([F:27])([F:26])[F:25])=[CH:19][CH:18]=3)[CH2:13][CH2:12]2)(=[O:10])=[O:9])=[CH:4][CH:3]=1.NC1N=CC(S(N2CCN(C3C=CC([C@](O)(C)C(F)(F)F)=CC=3)CC2)(=O)=O)=CC=1.CCCN(C(NC(C1C=C(OC)C(OC)=C(OC)C=1)=O)=S)CCC. (2) Given the product [O:23]1[C:19]2[CH:18]=[C:17]([N:16]3[CH2:2][C:3]4[C:4](=[CH:10][C:11]([O:14][CH3:15])=[CH:12][CH:13]=4)[C:5]3=[O:7])[CH:25]=[CH:24][C:20]=2[CH:21]=[CH:22]1, predict the reactants needed to synthesize it. The reactants are: Br[CH2:2][C:3]1[CH:13]=[CH:12][C:11]([O:14][CH3:15])=[CH:10][C:4]=1[C:5]([O:7]CC)=O.[NH2:16][C:17]1[CH:25]=[CH:24][C:20]2[CH:21]=[CH:22][O:23][C:19]=2[CH:18]=1.C(N(CC)C(C)C)(C)C.O[Li].O. (3) The reactants are: [F:1][C:2]1[CH:7]=[CH:6][C:5]([O:8][C:9](=[O:24])[N:10]([C@H:12]2[C@H:16]([C:17]3[CH:22]=[CH:21][C:20]([Cl:23])=[CH:19][CH:18]=3)[CH2:15][NH:14][CH2:13]2)[CH3:11])=[CH:4][CH:3]=1.[O:25]1[CH2:30][CH2:29][CH:28]([N:31]2[CH2:36][CH2:35][CH:34]([C:37](O)=[O:38])[CH2:33][CH2:32]2)[CH2:27][CH2:26]1. Given the product [F:1][C:2]1[CH:7]=[CH:6][C:5]([O:8][C:9](=[O:24])[N:10]([C@H:12]2[C@H:16]([C:17]3[CH:22]=[CH:21][C:20]([Cl:23])=[CH:19][CH:18]=3)[CH2:15][N:14]([C:37]([CH:34]3[CH2:35][CH2:36][N:31]([CH:28]4[CH2:29][CH2:30][O:25][CH2:26][CH2:27]4)[CH2:32][CH2:33]3)=[O:38])[CH2:13]2)[CH3:11])=[CH:4][CH:3]=1, predict the reactants needed to synthesize it. (4) Given the product [CH3:12][O:11][C:8]1[CH:9]=[CH:10][C:2]([C:21](=[O:24])[CH2:22][CH3:23])=[C:3]([CH:7]=1)[C:4]([OH:6])=[O:5], predict the reactants needed to synthesize it. The reactants are: Br[C:2]1[CH:10]=[CH:9][C:8]([O:11][CH3:12])=[CH:7][C:3]=1[C:4]([OH:6])=[O:5].C([Li])CCC.CON(C)[C:21](=[O:24])[CH2:22][CH3:23]. (5) Given the product [CH:47]1([CH:45]([NH:44][C:43]2[C:38]3[N:39]([CH:53]=[C:36]([C:64]4[CH:69]=[CH:68][CH:67]=[CH:66][N:65]=4)[CH:37]=3)[N:40]=[CH:41][C:42]=2[C:50]([NH2:52])=[O:51])[CH3:46])[CH2:49][CH2:48]1, predict the reactants needed to synthesize it. The reactants are: C1(P(C2CCCCC2)C2C=CC=CC=2C2C(C(C)C)=CC(C(C)C)=CC=2C(C)C)CCCCC1.Br[C:36]1[CH:37]=[C:38]2[C:43]([NH:44][CH:45]([CH:47]3[CH2:49][CH2:48]3)[CH3:46])=[C:42]([C:50]([NH2:52])=[O:51])[CH:41]=[N:40][N:39]2[CH:53]=1.CN1CC(=O)OB([C:64]2[CH:69]=[CH:68][CH:67]=[CH:66][N:65]=2)OC(=O)C1.C(=O)([O-])[O-].[K+].[K+]. (6) The reactants are: [CH2:1]([C:6]1[CH:11]=[CH:10][C:9]([NH:12]C(=O)C)=[C:8]([N+:16]([O-:18])=[O:17])[CH:7]=1)[C:2]([CH3:5])([CH3:4])[CH3:3].[OH-].[Na+]. Given the product [CH2:1]([C:6]1[CH:11]=[CH:10][C:9]([NH2:12])=[C:8]([N+:16]([O-:18])=[O:17])[CH:7]=1)[C:2]([CH3:5])([CH3:4])[CH3:3], predict the reactants needed to synthesize it. (7) Given the product [CH2:9]=[CH:8][C:7]#[N:10].[CH2:11]=[CH:12][C:13]1[CH:18]=[CH:17][CH:16]=[CH:15][CH:14]=1, predict the reactants needed to synthesize it. The reactants are: C(S([O-])=O)O.[Na+].[C:7](#[N:10])[CH:8]=[CH2:9].[CH2:11]=[CH:12][C:13]1[CH:18]=[CH:17][CH:16]=[CH:15][CH:14]=1.C(OO)(C)(C)C.C(N(CC(O)=O)CC(O)=O)CN(CC([O-])=O)CC([O-])=O.[Na+].[Na+].